This data is from Peptide-MHC class I binding affinity with 185,985 pairs from IEDB/IMGT. The task is: Regression. Given a peptide amino acid sequence and an MHC pseudo amino acid sequence, predict their binding affinity value. This is MHC class I binding data. (1) The peptide sequence is MEQRVMATL. The MHC is HLA-A29:02 with pseudo-sequence HLA-A29:02. The binding affinity (normalized) is 0.213. (2) The peptide sequence is MGKTITDVK. The MHC is HLA-B48:01 with pseudo-sequence HLA-B48:01. The binding affinity (normalized) is 0.0847. (3) The peptide sequence is PLRNTHPQAM. The MHC is Patr-A0301 with pseudo-sequence Patr-A0301. The binding affinity (normalized) is 0.0172. (4) The peptide sequence is ALKTELEDTL. The MHC is HLA-A68:02 with pseudo-sequence HLA-A68:02. The binding affinity (normalized) is 0. (5) The binding affinity (normalized) is 0.0847. The peptide sequence is GIADFIIFK. The MHC is HLA-B15:01 with pseudo-sequence HLA-B15:01. (6) The peptide sequence is LYLDSKSDTTV. The MHC is H-2-Kd with pseudo-sequence H-2-Kd. The binding affinity (normalized) is 0.749. (7) The peptide sequence is RQFPTQFEF. The MHC is Mamu-B3901 with pseudo-sequence Mamu-B3901. The binding affinity (normalized) is 0.572. (8) The peptide sequence is PEDQGNPIVL. The MHC is HLA-B44:03 with pseudo-sequence HLA-B44:03. The binding affinity (normalized) is 0. (9) The peptide sequence is DPWGEVLAW. The MHC is HLA-B53:01 with pseudo-sequence HLA-B53:01. The binding affinity (normalized) is 0.779. (10) The peptide sequence is NTVSYAAL. The MHC is H-2-Db with pseudo-sequence H-2-Db. The binding affinity (normalized) is 0.